This data is from Full USPTO retrosynthesis dataset with 1.9M reactions from patents (1976-2016). The task is: Predict the reactants needed to synthesize the given product. (1) Given the product [ClH:41].[ClH:41].[CH2:24]([NH:25][C:26]([NH:27][CH2:28][CH2:29][O:30][CH2:31][CH2:32][O:33][CH2:34][CH2:35][NH2:36])=[O:40])[CH2:23][CH2:22][CH2:21][NH:20][C:2]([NH:3][CH2:4][CH2:5][O:6][CH2:7][CH2:8][O:9][CH2:10][CH2:11][NH2:12])=[O:1], predict the reactants needed to synthesize it. The reactants are: [O:1]=[C:2]([NH:20][CH2:21][CH2:22][CH2:23][CH2:24][NH:25][C:26](=[O:40])[NH:27][CH2:28][CH2:29][O:30][CH2:31][CH2:32][O:33][CH2:34][CH2:35][NH:36]C(=O)[O-])[NH:3][CH2:4][CH2:5][O:6][CH2:7][CH2:8][O:9][CH2:10][CH2:11][NH:12]C(=O)OC(C)(C)C.[ClH:41]. (2) Given the product [C:30]([C:32]1[CH:37]=[C:36]([C:2]2[CH:16]=[C:15]([CH2:17][N:18]([CH3:29])[S:19]([C:22]3[CH:27]=[CH:26][C:25]([F:28])=[CH:24][CH:23]=3)(=[O:21])=[O:20])[CH:14]=[CH:13][C:3]=2[O:4][CH2:5][C:6]([O:8][C:9]([CH3:12])([CH3:11])[CH3:10])=[O:7])[CH:35]=[CH:34][CH:33]=1)#[N:31], predict the reactants needed to synthesize it. The reactants are: Br[C:2]1[CH:16]=[C:15]([CH2:17][N:18]([CH3:29])[S:19]([C:22]2[CH:27]=[CH:26][C:25]([F:28])=[CH:24][CH:23]=2)(=[O:21])=[O:20])[CH:14]=[CH:13][C:3]=1[O:4][CH2:5][C:6]([O:8][C:9]([CH3:12])([CH3:11])[CH3:10])=[O:7].[C:30]([C:32]1[CH:33]=[C:34](B(O)O)[CH:35]=[CH:36][CH:37]=1)#[N:31].C(=O)([O-])[O-].[K+].[K+]. (3) Given the product [Br:18][C:8]1[CH:7]=[CH:6][C:5]([OH:9])=[C:4]([CH3:10])[C:3]=1[CH2:2][OH:1], predict the reactants needed to synthesize it. The reactants are: [OH:1][CH2:2][C:3]1[C:4]([CH3:10])=[C:5]([OH:9])[CH:6]=[CH:7][CH:8]=1.FC(F)(F)C(O)=O.[Br:18]N1C(=O)CCC1=O.C(=O)([O-])[O-].[K+].[K+]. (4) Given the product [CH3:12][C:13]([S:9][C:5]1[CH:6]=[CH:7][CH:8]=[C:3]([C:2]([F:1])([F:10])[F:11])[CH:4]=1)([CH3:18])[CH2:14][C:15]([OH:17])=[O:16], predict the reactants needed to synthesize it. The reactants are: [F:1][C:2]([F:11])([F:10])[C:3]1[CH:4]=[C:5]([SH:9])[CH:6]=[CH:7][CH:8]=1.[CH3:12][C:13]([CH3:18])=[CH:14][C:15]([OH:17])=[O:16].II. (5) Given the product [ClH:1].[CH:2]1([CH2:15][N:16]([CH3:18])[CH:17]2[CH2:32][CH2:20]2)[C:14]2[N:6]([N:7]=[C:8]3[C:13]=2[CH:12]=[CH:11][CH:10]=[CH:9]3)[CH2:5][CH2:4][O:3]1, predict the reactants needed to synthesize it. The reactants are: [Cl-:1].[C@H:2]1([CH2:15][NH+:16]([CH3:18])[CH3:17])[C:14]2[N:6]([N:7]=[C:8]3[C:13]=2[CH:12]=[CH:11][CH:10]=[CH:9]3)[CH2:5][CH2:4][O:3]1.Cl.[CH:20]1(CNC2CC2)[C:32]2N(N=C3C=2C=CC=C3)CCO1.